This data is from Catalyst prediction with 721,799 reactions and 888 catalyst types from USPTO. The task is: Predict which catalyst facilitates the given reaction. (1) Reactant: [C:1]([O:5][C:6]([NH:8][C@@H:9]1[CH2:14][CH2:13][C@H:12](C(O)=O)[CH2:11][CH2:10]1)=[O:7])([CH3:4])([CH3:3])[CH3:2].C([N:20]([CH2:23]C)CC)C.C1([O:31]P(N=[N+]=[N-])(=O)OC2C=CC=CC=2)C=CC=CC=1.[CH2:44]([OH:51])[C:45]1[CH:50]=[CH:49][CH:48]=[CH:47][CH:46]=1. Product: [CH2:44]([O:51][C:23](=[O:31])[NH:20][C@H:12]1[CH2:11][CH2:10][C@@H:9]([NH:8][C:6]([O:5][C:1]([CH3:2])([CH3:3])[CH3:4])=[O:7])[CH2:14][CH2:13]1)[C:45]1[CH:50]=[CH:49][CH:48]=[CH:47][CH:46]=1. The catalyst class is: 48. (2) Product: [CH3:1][C:2]1([CH2:8][OH:9])[CH2:7][CH2:6][O:5][CH2:4][CH2:3]1. Reactant: [CH3:1][C:2]1([C:8](OCC)=[O:9])[CH2:7][CH2:6][O:5][CH2:4][CH2:3]1.[H-].[Al+3].[Li+].[H-].[H-].[H-]. The catalyst class is: 7. (3) Reactant: [CH2:1]([NH+:13]([CH3:18])[CH2:14][C:15]([O-:17])=O)[CH2:2][CH2:3][CH2:4][CH2:5][CH2:6][CH2:7][CH2:8][CH2:9][CH2:10][CH2:11][CH3:12].CN(C(ON1N=NC2C=CC=CC1=2)=[N+](C)C)C.F[P-](F)(F)(F)(F)F.C(N(CC)C(C)C)(C)C.[CH3:52][NH:53][CH2:54][C@@H:55]([C@H:57]([C@@H:59]([C@@H:61]([CH2:63][OH:64])[OH:62])[OH:60])[OH:58])[OH:56]. Product: [CH3:18][N:13]([CH2:1][CH2:2][CH2:3][CH2:4][CH2:5][CH2:6][CH2:7][CH2:8][CH2:9][CH2:10][CH2:11][CH3:12])[CH2:14][C:15]([N:53]([CH3:52])[CH2:54][C@@H:55]([C@H:57]([C@@H:59]([C@@H:61]([CH2:63][OH:64])[OH:62])[OH:60])[OH:58])[OH:56])=[O:17]. The catalyst class is: 204. (4) Reactant: [C:1]([O:5][C:6]([N:8]1[CH2:12][C@H:11]([O:13][CH2:14][CH2:15][CH3:16])[CH2:10][C@@H:9]1[C@@H:17]([O:41][Si:42]([C:45]([CH3:48])([CH3:47])[CH3:46])([CH3:44])[CH3:43])[C@@H:18]([NH:28][C:29]([C:31]1[CH:32]=[C:33]([CH:37]=[C:38]([CH3:40])[CH:39]=1)C(O)=O)=[O:30])[CH2:19][C:20]1[CH:25]=[C:24]([F:26])[CH:23]=[C:22]([F:27])[CH:21]=1)=[O:7])([CH3:4])([CH3:3])[CH3:2].CCN([CH:55]([CH3:57])[CH3:56])C(C)C.C[N:59]([C:61]([O:65]N1N=NC2C=CC=NC1=2)=[N+](C)C)C.F[P-](F)(F)(F)(F)F.CN[CH2:84][CH2:85][CH2:86]C. Product: [C:61]([NH:59][C:33]1[CH:32]=[C:31]([CH:39]=[C:38]([CH3:40])[CH:37]=1)[C:29]([NH:28][C@@H:18]([CH2:19][C:20]1[CH:25]=[C:24]([F:26])[CH:23]=[C:22]([F:27])[CH:21]=1)[C@@H:17]([C@H:9]1[CH2:10][C@@H:11]([O:13][CH2:14][CH2:15][CH3:16])[CH2:12][N:8]1[C:6]([O:5][C:1]([CH3:3])([CH3:2])[CH3:4])=[O:7])[O:41][Si:42]([C:45]([CH3:48])([CH3:46])[CH3:47])([CH3:43])[CH3:44])=[O:30])(=[O:65])[C:56]1[CH:55]=[CH:57][CH:86]=[CH:85][CH:84]=1. The catalyst class is: 4. (5) Reactant: O.[OH-].[Li+].[CH2:4]([S:8]([O:11][C:12]1[CH:17]=[CH:16][C:15]([CH2:18][CH2:19][CH2:20][C:21]2[CH:26]=[CH:25][C:24]([CH2:27][CH2:28][C:29]([O:31]C)=[O:30])=[CH:23][C:22]=2[O:33][CH2:34][C:35]2[CH:40]=[CH:39][C:38]([F:41])=[CH:37][CH:36]=2)=[CH:14][C:13]=1[O:42][CH3:43])(=[O:10])=[O:9])[CH2:5][CH2:6][CH3:7].O.C(O)(=O)C. Product: [CH2:4]([S:8]([O:11][C:12]1[CH:17]=[CH:16][C:15]([CH2:18][CH2:19][CH2:20][C:21]2[CH:26]=[CH:25][C:24]([CH2:27][CH2:28][C:29]([OH:31])=[O:30])=[CH:23][C:22]=2[O:33][CH2:34][C:35]2[CH:40]=[CH:39][C:38]([F:41])=[CH:37][CH:36]=2)=[CH:14][C:13]=1[O:42][CH3:43])(=[O:9])=[O:10])[CH2:5][CH2:6][CH3:7]. The catalyst class is: 193. (6) Reactant: [C:1]([O:5][C:6]([N:8]1[C:16]2[C:11](=[C:12]([CH2:18]O)[CH:13]=[C:14]([Br:17])[CH:15]=2)[CH:10]=[C:9]1[O:20][C:21]([O:23][C:24]([CH3:27])([CH3:26])[CH3:25])=[O:22])=[O:7])([CH3:4])([CH3:3])[CH3:2].[CH2:28]([O:30][C:31](=[O:47])[CH2:32][CH:33]([N:37]1[C:41]2[CH:42]=[CH:43][CH:44]=[CH:45][C:40]=2[NH:39][C:38]1=[O:46])[CH2:34][CH2:35][CH3:36])C.C1(P(C2C=CC=CC=2)C2C=CC=CC=2)C=CC=CC=1.N(C(OC(C)C)=O)=NC(OC(C)C)=O. Product: [C:1]([O:5][C:6]([N:8]1[C:16]2[C:11](=[C:12]([CH2:18][N:39]3[C:40]4[CH:45]=[CH:44][CH:43]=[CH:42][C:41]=4[N:37]([CH:33]([CH2:32][C:31]([O:30][CH3:28])=[O:47])[CH2:34][CH2:35][CH3:36])[C:38]3=[O:46])[CH:13]=[C:14]([Br:17])[CH:15]=2)[CH:10]=[C:9]1[O:20][C:21]([O:23][C:24]([CH3:27])([CH3:26])[CH3:25])=[O:22])=[O:7])([CH3:3])([CH3:4])[CH3:2]. The catalyst class is: 7. (7) Reactant: [Br:1][C:2]1[CH:7]=[CH:6][C:5]([CH2:8][NH:9]C(OC(C)(C)C)=O)=[CH:4][N:3]=1.C([O:21]C(OC(OC(C)(C)C)=O)=O)(C)(C)C.C(N(CC)CC)C.NCC1C=CC(Br)=NC=1. Product: [Br:1][C:2]1[CH:7]=[CH:6][C:5]([CH:8]=[N:9][OH:21])=[CH:4][N:3]=1. The catalyst class is: 4. (8) Reactant: C([O:3][C:4](=[O:44])[CH2:5][O:6][C:7]1[CH:12]=[CH:11][C:10]([S:13][C:14]2[CH:19]=[C:18]([O:20][C:21]3[CH:26]=[CH:25][C:24]([C:27]([F:30])([F:29])[F:28])=[CH:23][N:22]=3)[CH:17]=[C:16]([C:31]#[C:32][C:33]3[CH:38]=[CH:37][C:36]([S:39]([CH3:42])(=[O:41])=[O:40])=[CH:35][CH:34]=3)[CH:15]=2)=[CH:9][C:8]=1[CH3:43])C.[OH-].[Na+].Cl. Product: [CH3:42][S:39]([C:36]1[CH:35]=[CH:34][C:33]([C:32]#[C:31][C:16]2[CH:15]=[C:14]([S:13][C:10]3[CH:11]=[CH:12][C:7]([O:6][CH2:5][C:4]([OH:44])=[O:3])=[C:8]([CH3:43])[CH:9]=3)[CH:19]=[C:18]([O:20][C:21]3[CH:26]=[CH:25][C:24]([C:27]([F:30])([F:29])[F:28])=[CH:23][N:22]=3)[CH:17]=2)=[CH:38][CH:37]=1)(=[O:40])=[O:41]. The catalyst class is: 8. (9) Reactant: [F:1][C:2]1[CH:17]=[C:16]([CH:18]=O)[CH:15]=[CH:14][C:3]=1[O:4][C:5]1[CH:6]=[CH:7][C:8]([C:11]([NH2:13])=[O:12])=[N:9][CH:10]=1.[CH:20]1([CH2:25][CH2:26][NH2:27])[CH2:24][CH2:23][CH2:22][CH2:21]1.[BH4-].[Na+]. Product: [CH:20]1([CH2:25][CH2:26][NH:27][CH2:18][C:16]2[CH:15]=[CH:14][C:3]([O:4][C:5]3[CH:6]=[CH:7][C:8]([C:11]([NH2:13])=[O:12])=[N:9][CH:10]=3)=[C:2]([F:1])[CH:17]=2)[CH2:24][CH2:23][CH2:22][CH2:21]1. The catalyst class is: 5.